This data is from Catalyst prediction with 721,799 reactions and 888 catalyst types from USPTO. The task is: Predict which catalyst facilitates the given reaction. (1) Reactant: [OH:1][CH:2]([CH3:15])[CH2:3][C:4]([CH:6]1[C:11]([CH3:13])([CH3:12])[CH2:10][CH2:9][CH:8]=[C:7]1[CH3:14])=[O:5].CCN(CC)CC.[S:23](Cl)([C:26]1[CH:32]=[CH:31][C:29]([CH3:30])=[CH:28][CH:27]=1)(=[O:25])=[O:24].Cl. Product: [CH3:30][C:29]1[CH:31]=[CH:32][C:26]([S:23]([O:1][CH:2]([CH3:15])[CH2:3][C:4](=[O:5])[CH:6]2[C:11]([CH3:13])([CH3:12])[CH2:10][CH2:9][CH:8]=[C:7]2[CH3:14])(=[O:25])=[O:24])=[CH:27][CH:28]=1. The catalyst class is: 79. (2) Reactant: [C:1]1([C@@H:7]2[CH2:9][C@H:8]2[NH:10][C@@H:11]2[CH2:16][CH2:15][C@H:14]([NH:17]C(=O)OC(C)(C)C)[CH2:13][CH2:12]2)[CH:6]=[CH:5][CH:4]=[CH:3][CH:2]=1.[ClH:25]. Product: [ClH:25].[C:1]1([C@@H:7]2[CH2:9][C@H:8]2[NH:10][C@H:11]2[CH2:12][CH2:13][C@@H:14]([NH2:17])[CH2:15][CH2:16]2)[CH:2]=[CH:3][CH:4]=[CH:5][CH:6]=1. The catalyst class is: 12.